This data is from Forward reaction prediction with 1.9M reactions from USPTO patents (1976-2016). The task is: Predict the product of the given reaction. Given the reactants C(=O)([O-])[O-].[Cs+].[Cs+].Cl[C:8]1[N:13]=[CH:12][C:11]2[C:14]([N:36]([CH2:44][CH3:45])[C:37](=[O:43])[O:38][C:39]([CH3:42])([CH3:41])[CH3:40])=[N:15][N:16]([C:17]([C:30]3[CH:35]=[CH:34][CH:33]=[CH:32][CH:31]=3)([C:24]3[CH:29]=[CH:28][CH:27]=[CH:26][CH:25]=3)[C:18]3[CH:23]=[CH:22][CH:21]=[CH:20][CH:19]=3)[C:10]=2[CH:9]=1.[C:46](=[O:56])([O:48][CH2:49][C:50]1[CH:55]=[CH:54][CH:53]=[CH:52][CH:51]=1)[NH2:47].C1(P(C2CCCCC2)C2C(OC)=CC=C(OC)C=2C2C(C(C)C)=CC(C(C)C)=CC=2C(C)C)CCCCC1, predict the reaction product. The product is: [CH2:49]([O:48][C:46]([NH:47][C:8]1[N:13]=[CH:12][C:11]2[C:14]([N:36]([CH2:44][CH3:45])[C:37](=[O:43])[O:38][C:39]([CH3:42])([CH3:41])[CH3:40])=[N:15][N:16]([C:17]([C:30]3[CH:35]=[CH:34][CH:33]=[CH:32][CH:31]=3)([C:24]3[CH:29]=[CH:28][CH:27]=[CH:26][CH:25]=3)[C:18]3[CH:23]=[CH:22][CH:21]=[CH:20][CH:19]=3)[C:10]=2[CH:9]=1)=[O:56])[C:50]1[CH:55]=[CH:54][CH:53]=[CH:52][CH:51]=1.